Dataset: Catalyst prediction with 721,799 reactions and 888 catalyst types from USPTO. Task: Predict which catalyst facilitates the given reaction. (1) Reactant: [Mg].[F:2][C:3]1[CH:10]=[CH:9][C:6]([CH2:7]Cl)=[CH:5][CH:4]=1.[CH3:11][N:12]([CH3:25])[C:13]1(C#N)[CH2:22][CH2:21][C:16]2([O:20][CH2:19][CH2:18][O:17]2)[CH2:15][CH2:14]1.[Cl-].[NH4+]. Product: [F:2][C:3]1[CH:10]=[CH:9][C:6]([CH2:7][C:13]2([N:12]([CH3:25])[CH3:11])[CH2:22][CH2:21][C:16]3([O:20][CH2:19][CH2:18][O:17]3)[CH2:15][CH2:14]2)=[CH:5][CH:4]=1. The catalyst class is: 27. (2) Reactant: Br[C:2]1[CH:23]=[C:22]([F:24])[CH:21]=[CH:20][C:3]=1[O:4][CH2:5][C:6]([N:8]([CH:17]([CH3:19])[CH3:18])[NH:9][C:10]([C:12]1[CH:16]=[CH:15][S:14][CH:13]=1)=[O:11])=[O:7].C([O-])([O-])=O.[Na+].[Na+].[F:31][C:32]([F:44])([F:43])[O:33][C:34]1[CH:39]=[CH:38][CH:37]=[CH:36][C:35]=1B(O)O. Product: [F:24][C:22]1[CH:21]=[CH:20][C:3]([O:4][CH2:5][C:6]([N:8]([CH:17]([CH3:19])[CH3:18])[NH:9][C:10]([C:12]2[CH:16]=[CH:15][S:14][CH:13]=2)=[O:11])=[O:7])=[C:2]([C:35]2[CH:36]=[CH:37][CH:38]=[CH:39][C:34]=2[O:33][C:32]([F:31])([F:44])[F:43])[CH:23]=1. The catalyst class is: 57.